This data is from Catalyst prediction with 721,799 reactions and 888 catalyst types from USPTO. The task is: Predict which catalyst facilitates the given reaction. Reactant: [CH3:1][C:2]([CH3:23])([CH3:22])[CH2:3][NH:4][C:5]1[C:10]([C:11]#[C:12][CH2:13][N:14]2[CH2:19][CH2:18][NH:17][CH2:16][CH2:15]2)=[CH:9][N:8]=[C:7]([C:20]#[N:21])[N:6]=1.[Cl:24][CH2:25][CH2:26][CH2:27][S:28](Cl)(=[O:30])=[O:29].C(N(CC)CC)C.[Cl-].[NH4+]. Product: [Cl:24][CH2:25][CH2:26][CH2:27][S:28]([N:17]1[CH2:18][CH2:19][N:14]([CH2:13][C:12]#[C:11][C:10]2[C:5]([NH:4][CH2:3][C:2]([CH3:23])([CH3:22])[CH3:1])=[N:6][C:7]([C:20]#[N:21])=[N:8][CH:9]=2)[CH2:15][CH2:16]1)(=[O:30])=[O:29]. The catalyst class is: 2.